The task is: Regression. Given two drug SMILES strings and cell line genomic features, predict the synergy score measuring deviation from expected non-interaction effect.. This data is from NCI-60 drug combinations with 297,098 pairs across 59 cell lines. (1) Drug 1: C1=NC2=C(N=C(N=C2N1C3C(C(C(O3)CO)O)F)Cl)N. Drug 2: COCCOC1=C(C=C2C(=C1)C(=NC=N2)NC3=CC=CC(=C3)C#C)OCCOC.Cl. Cell line: HCC-2998. Synergy scores: CSS=55.4, Synergy_ZIP=-3.52, Synergy_Bliss=-7.21, Synergy_Loewe=-50.5, Synergy_HSA=-5.13. (2) Drug 1: C1=CC(=CC=C1C#N)C(C2=CC=C(C=C2)C#N)N3C=NC=N3. Drug 2: CCC1(C2=C(COC1=O)C(=O)N3CC4=CC5=C(C=CC(=C5CN(C)C)O)N=C4C3=C2)O.Cl. Cell line: SN12C. Synergy scores: CSS=29.5, Synergy_ZIP=2.00, Synergy_Bliss=2.32, Synergy_Loewe=-28.2, Synergy_HSA=2.47. (3) Drug 1: C1=CN(C(=O)N=C1N)C2C(C(C(O2)CO)O)O.Cl. Drug 2: CCN(CC)CCNC(=O)C1=C(NC(=C1C)C=C2C3=C(C=CC(=C3)F)NC2=O)C. Cell line: NCIH23. Synergy scores: CSS=37.2, Synergy_ZIP=-0.728, Synergy_Bliss=-1.82, Synergy_Loewe=-16.8, Synergy_HSA=-1.00. (4) Drug 1: CC12CCC(CC1=CCC3C2CCC4(C3CC=C4C5=CN=CC=C5)C)O. Drug 2: CCC1(CC2CC(C3=C(CCN(C2)C1)C4=CC=CC=C4N3)(C5=C(C=C6C(=C5)C78CCN9C7C(C=CC9)(C(C(C8N6C=O)(C(=O)OC)O)OC(=O)C)CC)OC)C(=O)OC)O.OS(=O)(=O)O. Cell line: HCT116. Synergy scores: CSS=31.3, Synergy_ZIP=8.35, Synergy_Bliss=7.57, Synergy_Loewe=-20.9, Synergy_HSA=6.50. (5) Drug 1: CC1OCC2C(O1)C(C(C(O2)OC3C4COC(=O)C4C(C5=CC6=C(C=C35)OCO6)C7=CC(=C(C(=C7)OC)O)OC)O)O. Drug 2: COC1=NC(=NC2=C1N=CN2C3C(C(C(O3)CO)O)O)N. Synergy scores: CSS=19.1, Synergy_ZIP=-6.47, Synergy_Bliss=0.458, Synergy_Loewe=-18.6, Synergy_HSA=0.629. Cell line: RXF 393. (6) Drug 1: CC1=C(C=C(C=C1)NC(=O)C2=CC=C(C=C2)CN3CCN(CC3)C)NC4=NC=CC(=N4)C5=CN=CC=C5. Drug 2: CC1CCC2CC(C(=CC=CC=CC(CC(C(=O)C(C(C(=CC(C(=O)CC(OC(=O)C3CCCCN3C(=O)C(=O)C1(O2)O)C(C)CC4CCC(C(C4)OC)OCCO)C)C)O)OC)C)C)C)OC. Cell line: COLO 205. Synergy scores: CSS=3.59, Synergy_ZIP=-1.78, Synergy_Bliss=-0.508, Synergy_Loewe=-6.32, Synergy_HSA=-0.413. (7) Drug 1: C(CC(=O)O)C(=O)CN.Cl. Drug 2: C1CN(CCN1C(=O)CCBr)C(=O)CCBr. Cell line: NCI-H522. Synergy scores: CSS=32.9, Synergy_ZIP=-9.23, Synergy_Bliss=-4.37, Synergy_Loewe=2.42, Synergy_HSA=2.99.